From a dataset of Full USPTO retrosynthesis dataset with 1.9M reactions from patents (1976-2016). Predict the reactants needed to synthesize the given product. (1) Given the product [Cl:1][C:15]1[CH:16]=[N:17][C:18]2[C:13]([C:14]=1[OH:23])=[CH:12][C:11]([O:10][CH3:9])=[C:20]([O:21][CH3:22])[CH:19]=2, predict the reactants needed to synthesize it. The reactants are: [Cl:1]N1C(=O)CCC1=O.[CH3:9][O:10][C:11]1[CH:12]=[C:13]2[C:18](=[CH:19][C:20]=1[O:21][CH3:22])[N:17]=[CH:16][CH:15]=[C:14]2[OH:23]. (2) Given the product [CH2:1]([NH:8][CH2:9][C:10]([CH3:12])([NH2:13])[CH3:11])[CH2:2][CH2:3][CH2:4][CH2:5][CH3:6], predict the reactants needed to synthesize it. The reactants are: [CH:1](=O)[CH2:2][CH2:3][CH2:4][CH2:5][CH3:6].[NH2:8][CH2:9][C:10]([NH2:13])([CH3:12])[CH3:11]. (3) The reactants are: [Cl:1][C:2]1[CH:21]=[C:20]([C:22]([F:25])([F:24])[F:23])[CH:19]=[CH:18][C:3]=1[CH2:4][N:5]1[C:9]([CH2:10][CH2:11][C:12](O)=[O:13])=[CH:8][C:7]([CH:15]2[CH2:17][CH2:16]2)=[N:6]1.[CH2:26]([S:31]([NH2:34])(=[O:33])=[O:32])[CH2:27][CH2:28][CH2:29][CH3:30].N12CCCN=C1CCCCC2.Cl. Given the product [Cl:1][C:2]1[CH:21]=[C:20]([C:22]([F:24])([F:25])[F:23])[CH:19]=[CH:18][C:3]=1[CH2:4][N:5]1[C:9]([CH2:10][CH2:11][C:12]([NH:34][S:31]([CH2:26][CH2:27][CH2:28][CH2:29][CH3:30])(=[O:33])=[O:32])=[O:13])=[CH:8][C:7]([CH:15]2[CH2:17][CH2:16]2)=[N:6]1, predict the reactants needed to synthesize it. (4) Given the product [C:1]([C:5]1[CH:6]=[C:7]([NH:17][C:18]([NH:20][C@@H:21]2[C:30]3[C:25](=[CH:26][CH:27]=[CH:28][CH:29]=3)[C@H:24]([O:31][C:32]3[CH:33]=[CH:34][C:35]4[N:36]([C:38]([CH2:41][N:42]5[CH2:47][CH2:46][N:45]([CH3:48])[CH:44]([CH2:49][OH:50])[CH2:43]5)=[N:39][N:40]=4)[CH:37]=3)[CH2:23][CH2:22]2)=[O:19])[N:8]([C:10]2[CH:11]=[CH:12][C:13]([CH3:16])=[CH:14][CH:15]=2)[N:9]=1)([CH3:4])([CH3:2])[CH3:3], predict the reactants needed to synthesize it. The reactants are: [C:1]([C:5]1[CH:6]=[C:7]([NH:17][C:18]([NH:20][C@@H:21]2[C:30]3[C:25](=[CH:26][CH:27]=[CH:28][CH:29]=3)[C@H:24]([O:31][C:32]3[CH:33]=[CH:34][C:35]4[N:36]([C:38]([CH2:41][N:42]5[CH2:47][CH2:46][N:45]([CH3:48])[CH:44]([CH2:49][O:50][Si](C(C)C)(C(C)C)C(C)C)[CH2:43]5)=[N:39][N:40]=4)[CH:37]=3)[CH2:23][CH2:22]2)=[O:19])[N:8]([C:10]2[CH:15]=[CH:14][C:13]([CH3:16])=[CH:12][CH:11]=2)[N:9]=1)([CH3:4])([CH3:3])[CH3:2].CCCC[N+](CCCC)(CCCC)CCCC.[F-].